Dataset: Forward reaction prediction with 1.9M reactions from USPTO patents (1976-2016). Task: Predict the product of the given reaction. (1) Given the reactants O.[Cl-].[Li+].[C:4]([O:8][C:9]([N:11]1[CH2:18][CH:17]2[CH:13]([CH2:14][C:15](C(OC)=O)([C:19]([O:21][CH3:22])=[O:20])[CH2:16]2)[CH2:12]1)=[O:10])([CH3:7])([CH3:6])[CH3:5], predict the reaction product. The product is: [C:4]([O:8][C:9]([N:11]1[CH2:12][CH:13]2[CH:17]([CH2:16][CH:15]([C:19]([O:21][CH3:22])=[O:20])[CH2:14]2)[CH2:18]1)=[O:10])([CH3:7])([CH3:6])[CH3:5]. (2) Given the reactants [CH3:1][Si:2]([CH3:17])([CH3:16])[CH2:3][CH2:4][O:5][CH2:6][N:7]1[CH:11]=[N:10][N:9]=[C:8]1[C:12]([O:14]C)=[O:13].[OH-].[K+], predict the reaction product. The product is: [CH3:1][Si:2]([CH3:17])([CH3:16])[CH2:3][CH2:4][O:5][CH2:6][N:7]1[CH:11]=[N:10][N:9]=[C:8]1[C:12]([OH:14])=[O:13]. (3) Given the reactants [C:1]([N:5]1[C:9]([C:10]2[CH:15]=[CH:14][C:13]([F:16])=[CH:12][CH:11]=2)=[C:8]([C:17]2[S:18][CH:19]=[C:20]([CH2:22][C:23](O)=[O:24])[N:21]=2)[CH:7]=[N:6]1)([CH3:4])([CH3:3])[CH3:2].CN(C(ON1N=NC2C=CC=NC1=2)=[N+](C)C)C.F[P-](F)(F)(F)(F)F.CCN(C(C)C)C(C)C.[CH3:59][NH:60][CH2:61][C:62]1[CH:67]=[CH:66][N:65]=[CH:64][CH:63]=1, predict the reaction product. The product is: [C:1]([N:5]1[C:9]([C:10]2[CH:15]=[CH:14][C:13]([F:16])=[CH:12][CH:11]=2)=[C:8]([C:17]2[S:18][CH:19]=[C:20]([CH2:22][C:23]([N:60]([CH3:59])[CH2:61][C:62]3[CH:67]=[CH:66][N:65]=[CH:64][CH:63]=3)=[O:24])[N:21]=2)[CH:7]=[N:6]1)([CH3:4])([CH3:3])[CH3:2]. (4) Given the reactants [Br:1][C:2]1[CH:3]=[C:4]([CH:6]=[C:7]([Br:9])[CH:8]=1)[NH2:5].[C:10]([N:18]=[C:19]=[S:20])(=[O:17])[C:11]1[CH:16]=[CH:15][CH:14]=[CH:13][CH:12]=1, predict the reaction product. The product is: [C:10]([NH:18][C:19]([NH:5][C:4]1[CH:3]=[C:2]([Br:1])[CH:8]=[C:7]([Br:9])[CH:6]=1)=[S:20])(=[O:17])[C:11]1[CH:16]=[CH:15][CH:14]=[CH:13][CH:12]=1. (5) The product is: [CH3:14][C:6]([OH:15])([CH2:7][CH2:8][CH2:9][O:10][CH2:11][O:12][CH3:13])[C:4](=[O:3])[CH3:5]. Given the reactants C([O:3][C:4]([C:6]([OH:15])([CH3:14])[CH2:7][CH2:8][CH2:9][O:10][CH2:11][O:12][CH3:13])=[CH2:5])C.Cl.C([O-])(O)=O.[Na+], predict the reaction product. (6) The product is: [F:23][C:24]1[CH:25]=[C:26]([N:30]2[C:5]([C:7]3[C:12](=[O:13])[CH:11]=[CH:10][N:9]([C:14]4[CH:15]=[C:16]([CH:19]=[CH:20][CH:21]=4)[C:17]#[N:18])[N:8]=3)=[CH:4][CH:3]=[N:2]2)[CH:27]=[CH:28][CH:29]=1. Given the reactants C[N:2](C)/[CH:3]=[CH:4]/[C:5]([C:7]1[C:12](=[O:13])[CH:11]=[CH:10][N:9]([C:14]2[CH:15]=[C:16]([CH:19]=[CH:20][CH:21]=2)[C:17]#[N:18])[N:8]=1)=O.[F:23][C:24]1[CH:25]=[C:26]([NH:30]N)[CH:27]=[CH:28][CH:29]=1, predict the reaction product. (7) Given the reactants [NH2:1][C:2]1[CH:7]=[CH:6][C:5]([O:8][CH3:9])=[CH:4][C:3]=1[CH2:10][CH2:11][NH:12][CH:13]1[CH2:18][CH2:17][N:16]([CH2:19][C:20]2[CH:25]=[CH:24][CH:23]=[CH:22][CH:21]=2)[CH2:15][CH2:14]1.CN([CH:29]=[O:30])C, predict the reaction product. The product is: [CH2:19]([N:16]1[CH2:17][CH2:18][CH:13]([N:12]2[CH2:11][CH2:10][C:3]3[CH:4]=[C:5]([O:8][CH3:9])[CH:6]=[CH:7][C:2]=3[NH:1][C:29]2=[O:30])[CH2:14][CH2:15]1)[C:20]1[CH:21]=[CH:22][CH:23]=[CH:24][CH:25]=1. (8) Given the reactants C([O:3][C:4]([C:6]1[NH:7][C:8]2[C:13]([CH:14]=1)=[CH:12][C:11]([Cl:15])=[CH:10][C:9]=2[CH2:16][N:17]([CH3:19])[CH3:18])=[O:5])C.O[Li].O.Cl, predict the reaction product. The product is: [Cl:15][C:11]1[CH:12]=[C:13]2[C:8](=[C:9]([CH2:16][N:17]([CH3:18])[CH3:19])[CH:10]=1)[NH:7][C:6]([C:4]([OH:5])=[O:3])=[CH:14]2. (9) Given the reactants Br[C:2]1[N:17]=[C:5]2[C:6]([C:10]3[CH:15]=[CH:14][C:13]([F:16])=[CH:12][CH:11]=3)=[CH:7][CH:8]=[CH:9][N:4]2[N:3]=1.[CH3:18][O:19][C:20]1[CH:21]=[C:22]([NH2:33])[CH:23]=[CH:24][C:25]=1[C:26]1[CH:31]=[CH:30][N:29]=[C:28]([CH3:32])[CH:27]=1.[O-]C1C=CC=CC=1.[Na+].C1(P(C2C=CC=CC=2)C2C3OC4C(=CC=CC=4P(C4C=CC=CC=4)C4C=CC=CC=4)C(C)(C)C=3C=CC=2)C=CC=CC=1, predict the reaction product. The product is: [F:16][C:13]1[CH:14]=[CH:15][C:10]([C:6]2[C:5]3[N:4]([N:3]=[C:2]([NH:33][C:22]4[CH:23]=[CH:24][C:25]([C:26]5[CH:31]=[CH:30][N:29]=[C:28]([CH3:32])[CH:27]=5)=[C:20]([O:19][CH3:18])[CH:21]=4)[N:17]=3)[CH:9]=[CH:8][CH:7]=2)=[CH:11][CH:12]=1. (10) Given the reactants [F:1][C:2]1[CH:3]=[CH:4][C:5]([C:8]2[C:12]([CH2:13][O:14][C:15]3[CH:16]=[CH:17][C:18]([C:21]([OH:23])=O)=[N:19][CH:20]=3)=[C:11]([CH3:24])[O:10][N:9]=2)=[N:6][CH:7]=1.[NH2:25][N:26]1[CH2:31][CH2:30][O:29][CH2:28][CH2:27]1, predict the reaction product. The product is: [N:26]1([NH:25][C:21]([C:18]2[CH:17]=[CH:16][C:15]([O:14][CH2:13][C:12]3[C:8]([C:5]4[CH:4]=[CH:3][C:2]([F:1])=[CH:7][N:6]=4)=[N:9][O:10][C:11]=3[CH3:24])=[CH:20][N:19]=2)=[O:23])[CH2:31][CH2:30][O:29][CH2:28][CH2:27]1.